Task: Regression. Given two drug SMILES strings and cell line genomic features, predict the synergy score measuring deviation from expected non-interaction effect.. Dataset: Merck oncology drug combination screen with 23,052 pairs across 39 cell lines (1) Drug 1: CN1C(=O)C=CC2(C)C3CCC4(C)C(NC(=O)OCC(F)(F)F)CCC4C3CCC12. Drug 2: N.N.O=C(O)C1(C(=O)O)CCC1.[Pt]. Cell line: A375. Synergy scores: synergy=10.8. (2) Drug 1: CN1C(=O)C=CC2(C)C3CCC4(C)C(NC(=O)OCC(F)(F)F)CCC4C3CCC12. Drug 2: NC1CCCCC1N.O=C(O)C(=O)O.[Pt+2]. Cell line: NCIH520. Synergy scores: synergy=-4.01.